From a dataset of Forward reaction prediction with 1.9M reactions from USPTO patents (1976-2016). Predict the product of the given reaction. (1) Given the reactants [OH2:1].O.[C:3]([O-:6])(=[O:5])[CH3:4].[Li+].[Cl-].[Li+].[C:10]1(=[O:17])[CH:15]=CC(=O)C=C1.[CH2:18]1[C:20]2([CH:24]=[CH:23][CH:22]=[CH:21]2)[CH2:19]1, predict the reaction product. The product is: [C:3]([O:6][CH:21]1[CH:22]=[CH:23][CH:24]([O:1][C:10](=[O:17])[CH3:15])[C:20]21[CH2:19][CH2:18]2)(=[O:5])[CH3:4]. (2) Given the reactants [OH:1][C:2]1[CH:3]=[C:4]2[C:9](=[CH:10][CH:11]=1)[C@H:8]([C:12]([O:14][CH3:15])=[O:13])[N:7]([C:16]([O:18][C:19]([CH3:22])([CH3:21])[CH3:20])=[O:17])[CH2:6][CH2:5]2.O[CH2:24][C:25]1[CH:26]=[C:27]([NH:31][C:32](=[O:34])[CH3:33])[CH:28]=[CH:29][CH:30]=1.C1C=CC(P(C2C=CC=CC=2)C2C=CC=CC=2)=CC=1.CCOC(/N=N/C(OCC)=O)=O, predict the reaction product. The product is: [C:32]([NH:31][C:27]1[CH:26]=[C:25]([CH:30]=[CH:29][CH:28]=1)[CH2:24][O:1][C:2]1[CH:3]=[C:4]2[C:9](=[CH:10][CH:11]=1)[C@H:8]([C:12]([O:14][CH3:15])=[O:13])[N:7]([C:16]([O:18][C:19]([CH3:22])([CH3:21])[CH3:20])=[O:17])[CH2:6][CH2:5]2)(=[O:34])[CH3:33]. (3) The product is: [CH3:11][C:3]1[C:2]([CH:13]=[CH2:14])=[CH:7][CH:6]=[CH:5][C:4]=1[N+:8]([O-:10])=[O:9]. Given the reactants Br[C:2]1[CH:7]=[CH:6][CH:5]=[C:4]([N+:8]([O-:10])=[O:9])[C:3]=1[CH3:11].[B-](F)(F)(F)[CH:13]=[CH2:14].[K+], predict the reaction product. (4) Given the reactants [CH3:1][O:2][C:3]([N:5]1[C@@H:13]2[C@@H:8]([C@@:9]([OH:23])([C:14]#[C:15][C:16]3[CH:17]=[C:18]([CH3:22])[CH:19]=[CH:20][CH:21]=3)[CH2:10][CH2:11][CH2:12]2)[CH2:7][CH2:6]1)=[O:4].[CH2:24]([N:27]([CH2:36][CH2:37][CH3:38])[C:28]([CH2:30][CH2:31][CH2:32][C:33](O)=[O:34])=[O:29])[CH2:25][CH3:26], predict the reaction product. The product is: [CH2:36]([N:27]([CH2:24][CH2:25][CH3:26])[C:28](=[O:29])[CH2:30][CH2:31][CH2:32][C:33]([O:23][C@@:9]1([C:14]#[C:15][C:16]2[CH:17]=[C:18]([CH3:22])[CH:19]=[CH:20][CH:21]=2)[CH2:10][CH2:11][CH2:12][C@@H:13]2[C@H:8]1[CH2:7][CH2:6][N:5]2[C:3]([O:2][CH3:1])=[O:4])=[O:34])[CH2:37][CH3:38]. (5) Given the reactants [CH3:1][N:2]1[CH2:7][CH2:6][CH:5]([C:8]2[C:16]3[CH:15]=[C:14]([OH:17])[CH:13]=[CH:12][C:11]=3[N:10]3[CH2:18][CH2:19][CH2:20][C:9]=23)[CH2:4][CH2:3]1.[OH-].[Na+].[C:23]1([S:29]([Cl:32])(=[O:31])=[O:30])[CH:28]=[CH:27][CH:26]=[CH:25][CH:24]=1, predict the reaction product. The product is: [ClH:32].[CH3:1][N:2]1[CH2:7][CH2:6][CH:5]([C:8]2[C:16]3[CH:15]=[C:14]([O:17][S:29]([C:23]4[CH:28]=[CH:27][CH:26]=[CH:25][CH:24]=4)(=[O:31])=[O:30])[CH:13]=[CH:12][C:11]=3[N:10]3[CH2:18][CH2:19][CH2:20][C:9]=23)[CH2:4][CH2:3]1.